From a dataset of Full USPTO retrosynthesis dataset with 1.9M reactions from patents (1976-2016). Predict the reactants needed to synthesize the given product. (1) Given the product [C:18]([NH:22][C:4]1[N:3]=[C:2]([Cl:1])[N:10]=[C:9]2[C:5]=1[N:6]=[CH:7][N:8]2[CH:11]1[CH2:16][CH2:15][CH2:14][CH2:13][O:12]1)([CH3:21])([CH3:20])[CH3:19], predict the reactants needed to synthesize it. The reactants are: [Cl:1][C:2]1[N:10]=[C:9]2[C:5]([N:6]=[CH:7][N:8]2[CH:11]2[CH2:16][CH2:15][CH2:14][CH2:13][O:12]2)=[C:4](Cl)[N:3]=1.[C:18]([NH2:22])([CH3:21])([CH3:20])[CH3:19].C(=O)(O)[O-].[Na+]. (2) Given the product [CH3:3][C:2]([C:5]1[CH:9]=[C:8]([C:10]([NH:12][C:13]2[CH:14]=[C:15]([C:19]([N:44]([CH2:45][CH3:46])[CH2:42][CH3:43])=[O:21])[CH:16]=[N:17][CH:18]=2)=[O:11])[N:7]([CH2:22][CH3:23])[N:6]=1)([CH3:1])[CH3:4], predict the reactants needed to synthesize it. The reactants are: [CH3:1][C:2]([C:5]1[CH:9]=[C:8]([C:10]([NH:12][C:13]2[CH:14]=[C:15]([C:19]([OH:21])=O)[CH:16]=[N:17][CH:18]=2)=[O:11])[N:7]([CH2:22][CH3:23])[N:6]=1)([CH3:4])[CH3:3].CCCP1(OP(CCC)(=O)OP(CCC)(=O)O1)=O.[CH2:42]([NH:44][CH2:45][CH3:46])[CH3:43].